Dataset: Forward reaction prediction with 1.9M reactions from USPTO patents (1976-2016). Task: Predict the product of the given reaction. (1) Given the reactants [CH:1]1([Mg]Cl)[CH2:5][CH2:4][CH2:3][CH2:2]1.[C:8]1([CH2:14][C:15]#N)[CH:13]=[CH:12][CH:11]=[CH:10][CH:9]=1.Cl.[O:18]1CCCC1, predict the reaction product. The product is: [CH:1]1([C:15](=[O:18])[CH2:14][C:8]2[CH:13]=[CH:12][CH:11]=[CH:10][CH:9]=2)[CH2:5][CH2:4][CH2:3][CH2:2]1. (2) Given the reactants [Br:1][CH2:2][C:3]1[CH:4]=[C:5]([CH:9]=[CH:10][CH:11]=1)[C:6](Cl)=[O:7].[F:12][C:13]([F:44])([F:43])[C:14]1[CH:15]=[C:16]([CH:40]=[CH:41][CH:42]=1)[CH2:17][NH:18][C:19](=[O:39])[C:20]1[CH:25]=[CH:24][N:23]=[C:22]([C:26]2[CH:31]=[C:30]([N:32]3[CH2:37][CH2:36][CH2:35][CH2:34][CH2:33]3)[CH:29]=[CH:28][C:27]=2[NH2:38])[CH:21]=1.ClCC1C=C(C=CC=1)C(NC1C=CC(N2CCCCC2)=CC=1C1C=C(C=CN=1)C(NCC1C=CC=C(C(F)(F)F)C=1)=O)=O, predict the reaction product. The product is: [Br:1][CH2:2][C:3]1[CH:4]=[C:5]([CH:9]=[CH:10][CH:11]=1)[C:6]([NH:38][C:27]1[CH:28]=[CH:29][C:30]([N:32]2[CH2:33][CH2:34][CH2:35][CH2:36][CH2:37]2)=[CH:31][C:26]=1[C:22]1[CH:21]=[C:20]([CH:25]=[CH:24][N:23]=1)[C:19]([NH:18][CH2:17][C:16]1[CH:40]=[CH:41][CH:42]=[C:14]([C:13]([F:44])([F:12])[F:43])[CH:15]=1)=[O:39])=[O:7]. (3) Given the reactants [C:1]([CH2:3][N:4]1[CH2:9][CH2:8][N:7]([CH2:10][CH2:11][OH:12])[CH2:6][CH2:5]1)#[N:2].[H-].[Al+3].[Li+].[H-].[H-].[H-].[OH-].[Na+], predict the reaction product. The product is: [NH2:2][CH2:1][CH2:3][N:4]1[CH2:9][CH2:8][N:7]([CH2:10][CH2:11][OH:12])[CH2:6][CH2:5]1.